From a dataset of Reaction yield outcomes from USPTO patents with 853,638 reactions. Predict the reaction yield, written as a fraction of the theoretical maximum amount of product (1.0 means a 100% yield; for example, 0.34 means a 34% yield). (1) The reactants are C([O:3][C:4]([C:6]1[CH:7]=[C:8]2[C:13](=[CH:14][CH:15]=1)[NH:12][CH:11]([C:16]1[CH:17]=[C:18]([C:22]3[CH:27]=[CH:26][C:25]([Cl:28])=[CH:24][CH:23]=3)[CH:19]=[CH:20][CH:21]=1)[C:10]([CH3:30])([CH3:29])[CH2:9]2)=[O:5])C.[OH-].[Na+].Cl. The catalyst is CO.O1CCCC1.O. The product is [Cl:28][C:25]1[CH:24]=[CH:23][C:22]([C:18]2[CH:19]=[CH:20][CH:21]=[C:16]([CH:11]3[C:10]([CH3:30])([CH3:29])[CH2:9][C:8]4[C:13](=[CH:14][CH:15]=[C:6]([C:4]([OH:5])=[O:3])[CH:7]=4)[NH:12]3)[CH:17]=2)=[CH:27][CH:26]=1. The yield is 0.900. (2) The reactants are O[C:2]1[CH:7]=[CH:6][N:5]=[CH:4][C:3]=1[NH:8][C:9](=O)[C:10]1[CH:15]=[CH:14][C:13]([N+:16]([O-:18])=[O:17])=[CH:12][CH:11]=1.P12(SP3(SP(SP(S3)(S1)=S)(=S)S2)=S)=[S:21]. The catalyst is N1C=CC=CC=1.CC1C=CC(C)=CC=1. The product is [N+:16]([C:13]1[CH:14]=[CH:15][C:10]([C:9]2[S:21][C:2]3[CH:7]=[CH:6][N:5]=[CH:4][C:3]=3[N:8]=2)=[CH:11][CH:12]=1)([O-:18])=[O:17]. The yield is 0.590. (3) The reactants are [CH2:1]([O:3][C:4](=[O:39])[CH2:5][CH2:6][CH2:7][O:8][C:9]1[CH:14]=[CH:13][CH:12]=[C:11]([CH2:15][CH2:16][CH2:17][CH2:18][CH2:19][CH2:20][O:21][C:22]2[CH:27]=[C:26](Br)[CH:25]=[C:24]([C:29](=[O:31])[CH3:30])[CH:23]=2)[C:10]=1[CH2:32][CH2:33][C:34]([O:36][CH2:37][CH3:38])=[O:35])[CH3:2].[CH2:40]1[O:48][C:47]2[CH:46]=[CH:45][C:44](B(O)O)=[CH:43][C:42]=2[O:41]1.C(=O)([O-])[O-].[Cs+].[Cs+]. The catalyst is C1C=CC(P(C2C=CC=CC=2)[C-]2C=CC=C2)=CC=1.C1C=CC(P(C2C=CC=CC=2)[C-]2C=CC=C2)=CC=1.Cl[Pd]Cl.[Fe+2]. The product is [CH2:1]([O:3][C:4](=[O:39])[CH2:5][CH2:6][CH2:7][O:8][C:9]1[CH:14]=[CH:13][CH:12]=[C:11]([CH2:15][CH2:16][CH2:17][CH2:18][CH2:19][CH2:20][O:21][C:22]2[CH:27]=[C:26]([C:45]3[CH:44]=[CH:43][C:42]4[O:41][CH2:40][O:48][C:47]=4[CH:46]=3)[CH:25]=[C:24]([C:29](=[O:31])[CH3:30])[CH:23]=2)[C:10]=1[CH2:32][CH2:33][C:34]([O:36][CH2:37][CH3:38])=[O:35])[CH3:2]. The yield is 0.730.